This data is from Reaction yield outcomes from USPTO patents with 853,638 reactions. The task is: Predict the reaction yield, written as a fraction of the theoretical maximum amount of product (1.0 means a 100% yield; for example, 0.34 means a 34% yield). (1) The reactants are [N:1]1[CH:6]=[CH:5][CH:4]=[CH:3][C:2]=1[CH2:7][O:8][C:9]1[CH:16]=[CH:15][C:12]([CH:13]=O)=[CH:11][CH:10]=1.[C:17]12([NH2:27])[CH2:26][CH:21]3[CH2:22][CH:23]([CH2:25][CH:19]([CH2:20]3)[CH2:18]1)[CH2:24]2. No catalyst specified. The product is [C:17]12([NH:27][CH2:13][C:12]3[CH:15]=[CH:16][C:9]([O:8][CH2:7][C:2]4[CH:3]=[CH:4][CH:5]=[CH:6][N:1]=4)=[CH:10][CH:11]=3)[CH2:24][CH:23]3[CH2:22][CH:21]([CH2:20][CH:19]([CH2:25]3)[CH2:18]1)[CH2:26]2. The yield is 0.690. (2) The reactants are C1(N)C(F)=C(F)C(F)=C(N)C=1F.[ClH:13].Cl.[NH2:15][CH:16]1[CH2:21][CH2:20][N:19]([CH2:22][CH:23]2[C:33]3=[C:34]4[C:29](=[CH:30][CH:31]=[CH:32]3)[CH:28]=[CH:27][C:26](=[O:35])[N:25]4[CH2:24]2)[CH2:18][CH2:17]1.[S:36]1[C:44]2[CH:43]=[C:42]([CH:45]=O)[N:41]=[CH:40][C:39]=2[O:38][CH2:37]1. No catalyst specified. The product is [ClH:13].[S:36]1[C:44]2[CH:43]=[C:42]([CH2:45][NH:15][CH:16]3[CH2:21][CH2:20][N:19]([CH2:22][CH:23]4[C:33]5=[C:34]6[C:29](=[CH:30][CH:31]=[CH:32]5)[CH:28]=[CH:27][C:26](=[O:35])[N:25]6[CH2:24]4)[CH2:18][CH2:17]3)[N:41]=[CH:40][C:39]=2[O:38][CH2:37]1. The yield is 0.760. (3) The yield is 0.791. The product is [CH2:1]([O:8][C:9]1[CH:14]=[CH:13][C:12]([C:15]2[N:22]([CH2:23][CH2:24][CH2:25][OH:26])[C:18]([CH3:19])=[CH:17][CH:16]=2)=[CH:11][CH:10]=1)[C:2]1[CH:7]=[CH:6][CH:5]=[CH:4][CH:3]=1. The reactants are [CH2:1]([O:8][C:9]1[CH:14]=[CH:13][C:12]([C:15](=O)[CH2:16][CH2:17][C:18](=O)[CH3:19])=[CH:11][CH:10]=1)[C:2]1[CH:7]=[CH:6][CH:5]=[CH:4][CH:3]=1.[NH2:22][CH2:23][CH2:24][CH2:25][OH:26].O.C1(C)C=CC(S(O)(=O)=O)=CC=1. The catalyst is C1(C)C=CC=CC=1. (4) The yield is 0.930. The reactants are C([O:4][CH2:5][CH2:6][CH:7]([CH3:15])[CH2:8][C:9]1[CH2:14][CH2:13][CH2:12][CH2:11][CH:10]=1)(=O)C.[OH-].[Na+]. The product is [C:9]1([CH2:8][CH:7]([CH3:15])[CH2:6][CH2:5][OH:4])[CH2:14][CH2:13][CH2:12][CH2:11][CH:10]=1. The catalyst is O.